The task is: Binary Classification. Given a drug SMILES string, predict its activity (active/inactive) in a high-throughput screening assay against a specified biological target.. This data is from HIV replication inhibition screening data with 41,000+ compounds from the AIDS Antiviral Screen. The compound is Nc1nc(O)c2nc3c(nc2n1)C(=O)N(C1CCCCC1)C3. The result is 0 (inactive).